This data is from Full USPTO retrosynthesis dataset with 1.9M reactions from patents (1976-2016). The task is: Predict the reactants needed to synthesize the given product. Given the product [CH3:21][N:19]([CH3:20])[CH2:18][CH2:17][N:12]1[C:11](=[O:22])[C:10]2[CH:23]=[CH:24][CH:25]=[C:8]3[C:9]=2[C:14](=[C:15]2[C:2]([NH:1][C:33]([NH:32][C:28]4[CH:27]=[N:26][CH:31]=[CH:30][CH:29]=4)=[S:34])=[CH:3][CH:4]=[CH:5][C:6]2=[CH:7]3)[C:13]1=[O:16], predict the reactants needed to synthesize it. The reactants are: [NH2:1][C:2]1[C:15]2[C:6](=[CH:7][C:8]3[C:9]4[C:14]=2[C:13](=[O:16])[N:12]([CH2:17][CH2:18][N:19]([CH3:21])[CH3:20])[C:11](=[O:22])[C:10]=4[CH:23]=[CH:24][CH:25]=3)[CH:5]=[CH:4][CH:3]=1.[N:26]1[CH:31]=[CH:30][CH:29]=[C:28]([N:32]=[C:33]=[S:34])[CH:27]=1.